Predict which catalyst facilitates the given reaction. From a dataset of Catalyst prediction with 721,799 reactions and 888 catalyst types from USPTO. (1) Reactant: [CH2:1]([N:8]1[CH2:13][CH2:12][NH:11][CH2:10][C:9]1([CH3:15])[CH3:14])[C:2]1[CH:7]=[CH:6][CH:5]=[CH:4][CH:3]=1.Br[C:17]1[CH:22]=[CH:21][C:20]([F:23])=[CH:19][CH:18]=1.C1(P(C2C=CC=CC=2)C2C=CC3C(=CC=CC=3)C=2C2C3C(=CC=CC=3)C=CC=2P(C2C=CC=CC=2)C2C=CC=CC=2)C=CC=CC=1.CC(C)([O-])C.[Na+]. Product: [CH2:1]([N:8]1[CH2:13][CH2:12][N:11]([C:17]2[CH:22]=[CH:21][C:20]([F:23])=[CH:19][CH:18]=2)[CH2:10][C:9]1([CH3:15])[CH3:14])[C:2]1[CH:3]=[CH:4][CH:5]=[CH:6][CH:7]=1. The catalyst class is: 12. (2) Reactant: [Br:1][C:2]1[CH:10]=[CH:9][C:5]([C:6]([OH:8])=O)=[CH:4][C:3]=1[O:11][CH3:12].[F:13][C:14]([F:18])([F:17])[CH2:15][NH2:16].CN(C(ON1N=NC2C=CC=NC1=2)=[N+](C)C)C.F[P-](F)(F)(F)(F)F.CCN(C(C)C)C(C)C.C(=O)(O)[O-].[Na+]. Product: [Br:1][C:2]1[CH:10]=[CH:9][C:5]([C:6]([NH:16][CH2:15][C:14]([F:18])([F:17])[F:13])=[O:8])=[CH:4][C:3]=1[O:11][CH3:12]. The catalyst class is: 20. (3) The catalyst class is: 19. Reactant: [CH3:1][C:2]1[CH:3]=[C:4]([C:8]2[CH:13]=[CH:12][C:11]([CH2:14][C@H:15]([NH:21][C:22]([C:24]3([CH2:29][C:30]([O:32]CC4C=CC=CC=4)=[O:31])[CH2:28][CH2:27][CH2:26][CH2:25]3)=[O:23])[C:16]3[NH:20][N:19]=[N:18][N:17]=3)=[CH:10][CH:9]=2)[CH:5]=[CH:6][CH:7]=1. Product: [CH3:1][C:2]1[CH:3]=[C:4]([C:8]2[CH:13]=[CH:12][C:11]([CH2:14][C@H:15]([NH:21][C:22]([C:24]3([CH2:29][C:30]([OH:32])=[O:31])[CH2:28][CH2:27][CH2:26][CH2:25]3)=[O:23])[C:16]3[NH:17][N:18]=[N:19][N:20]=3)=[CH:10][CH:9]=2)[CH:5]=[CH:6][CH:7]=1. (4) Reactant: [CH2:1]([O:8][C:9]1[CH:18]=[CH:17][C:12]([C:13]([O:15][CH3:16])=[O:14])=[C:11]([OH:19])[CH:10]=1)[C:2]1[CH:7]=[CH:6][CH:5]=[CH:4][CH:3]=1.[Li+].C[Si]([N-][Si](C)(C)C)(C)C.C1(N([S:37]([C:40]([F:43])([F:42])[F:41])(=[O:39])=[O:38])[S:37]([C:40]([F:43])([F:42])[F:41])(=[O:39])=[O:38])C=CC=CC=1. Product: [CH2:1]([O:8][C:9]1[CH:18]=[CH:17][C:12]([C:13]([O:15][CH3:16])=[O:14])=[C:11]([O:19][S:37]([C:40]([F:43])([F:42])[F:41])(=[O:39])=[O:38])[CH:10]=1)[C:2]1[CH:3]=[CH:4][CH:5]=[CH:6][CH:7]=1. The catalyst class is: 20. (5) Reactant: [F:1][C:2]1[C:3]2[O:28][N:27]=[C:26]([N:29]3[CH:33]=[C:32]([C:34]([OH:36])=O)[CH:31]=[N:30]3)[C:4]=2[CH:5]=[C:6]2[C:19]=1[N:18]1[CH2:20][C@@H:21]([CH3:25])[O:22][C@@H:23]([CH3:24])[C@@H:17]1[C:8]1([C:13](=[O:14])[NH:12][C:11](=[O:15])[NH:10][C:9]1=[O:16])[CH2:7]2.[NH3:37]. Product: [F:1][C:2]1[C:3]2[O:28][N:27]=[C:26]([N:29]3[CH:33]=[C:32]([C:34]([NH2:37])=[O:36])[CH:31]=[N:30]3)[C:4]=2[CH:5]=[C:6]2[C:19]=1[N:18]1[CH2:20][C@@H:21]([CH3:25])[O:22][C@@H:23]([CH3:24])[C@@H:17]1[C:8]1([C:9](=[O:16])[NH:10][C:11](=[O:15])[NH:12][C:13]1=[O:14])[CH2:7]2. The catalyst class is: 1. (6) Reactant: [F:1][C:2]([F:22])([F:21])[C:3]1[N:4]=[C:5]2[C:10]([N:11](C)[C:12](=O)OC(C)(C)C)=[CH:9][CH:8]=[CH:7][N:6]2[CH:20]=1.FC(F)(F)C(O)=O. Product: [CH3:12][NH:11][C:10]1[C:5]2[N:6]([CH:20]=[C:3]([C:2]([F:21])([F:1])[F:22])[N:4]=2)[CH:7]=[CH:8][CH:9]=1. The catalyst class is: 4.